Dataset: Reaction yield outcomes from USPTO patents with 853,638 reactions. Task: Predict the reaction yield, written as a fraction of the theoretical maximum amount of product (1.0 means a 100% yield; for example, 0.34 means a 34% yield). (1) The catalyst is CO.[Pd].O. The yield is 0.870. The product is [F:42][C:43]([F:58])([F:57])[C:44]1[CH:45]=[C:46]([CH:50]=[C:51]([C:53]([F:56])([F:55])[F:54])[CH:52]=1)[C:47]([N:8]1[CH2:13][CH2:12][C@H:11]([N:14]2[CH2:19][CH2:18][N:17]([C:20](=[O:25])[C:21]([F:24])([F:22])[F:23])[CH2:16][CH2:15]2)[C@H:10]([C:26]2[CH:31]=[CH:30][CH:29]=[CH:28][CH:27]=2)[CH2:9]1)=[O:48]. The reactants are C([N:8]1[CH2:13][CH2:12][C@H:11]([N:14]2[CH2:19][CH2:18][N:17]([C:20](=[O:25])[C:21]([F:24])([F:23])[F:22])[CH2:16][CH2:15]2)[C@H:10]([C:26]2[CH:31]=[CH:30][CH:29]=[CH:28][CH:27]=2)[CH2:9]1)C1C=CC=CC=1.Cl.[H][H].C(N(CC)CC)C.[F:42][C:43]([F:58])([F:57])[C:44]1[CH:45]=[C:46]([CH:50]=[C:51]([C:53]([F:56])([F:55])[F:54])[CH:52]=1)[C:47](Cl)=[O:48]. (2) The product is [C:1]([C:3]1[C:4]([I:17])=[C:5]([C:12]([O:14][CH2:15][CH3:16])=[O:13])[S:6][C:7]=1[NH:23][CH2:22][C:21]1[CH:24]=[CH:25][C:26]([O:28][CH3:29])=[CH:27][C:20]=1[O:19][CH3:18])#[N:2]. The yield is 0.810. The reactants are [C:1]([C:3]1[C:4]([I:17])=[C:5]([C:12]([O:14][CH2:15][CH3:16])=[O:13])[S:6][C:7]=1S(C)(=O)=O)#[N:2].[CH3:18][O:19][C:20]1[CH:27]=[C:26]([O:28][CH3:29])[CH:25]=[CH:24][C:21]=1[CH2:22][NH2:23]. The catalyst is O1CCCC1. (3) The reactants are [CH3:1][O:2][C:3]([NH:5][C@H:6]([C:10]([N:12]1[CH:16]([C:17]([O:19]CC)=[O:18])[CH2:15][C:14]2([CH2:26][CH2:25][N:24]([C:27]([O:29][C:30]([CH3:33])([CH3:32])[CH3:31])=[O:28])[CH2:23][CH2:22]2)[CH2:13]1)=[O:11])[CH:7]([CH3:9])[CH3:8])=[O:4].O.[OH-].[Li+].Cl. The catalyst is C1COCC1.O.CO. The product is [CH3:31][C:30]([O:29][C:27]([N:24]1[CH2:23][CH2:22][C:14]2([CH2:13][N:12]([C:10](=[O:11])[C@H:6]([CH:7]([CH3:9])[CH3:8])[NH:5][C:3]([O:2][CH3:1])=[O:4])[CH:16]([C:17]([OH:19])=[O:18])[CH2:15]2)[CH2:26][CH2:25]1)=[O:28])([CH3:33])[CH3:32]. The yield is 0.910. (4) The reactants are [CH3:1][C:2]1[N:6]([C:7]2[CH:12]=[CH:11][C:10]([OH:13])=[CH:9][CH:8]=2)[N:5]=[N:4][N:3]=1.Cl[C:15]1[N:20]=[CH:19][N:18]=[C:17]2[N:21]([C@H:24]3[CH2:29][CH2:28][C@H:27]([C:30]4[O:34][N:33]=[C:32]([CH:35]([CH3:37])[CH3:36])[N:31]=4)[CH2:26][CH2:25]3)[N:22]=[CH:23][C:16]=12.C(=O)([O-])[O-].[K+].[K+]. The catalyst is CN(C)C=O. The product is [CH:35]([C:32]1[N:31]=[C:30]([C@H:27]2[CH2:28][CH2:29][C@H:24]([N:21]3[C:17]4=[N:18][CH:19]=[N:20][C:15]([O:13][C:10]5[CH:11]=[CH:12][C:7]([N:6]6[C:2]([CH3:1])=[N:3][N:4]=[N:5]6)=[CH:8][CH:9]=5)=[C:16]4[CH:23]=[N:22]3)[CH2:25][CH2:26]2)[O:34][N:33]=1)([CH3:37])[CH3:36]. The yield is 0.410. (5) The reactants are [F:1][C:2]1[CH:22]=[CH:21][C:5]([CH2:6][C:7]2[C:8]([CH3:20])=[N:9][C:10]3[N:11]([N:14]=[CH:15][C:16]=3[C:17]([OH:19])=O)[C:12]=2[CH3:13])=[CH:4][C:3]=1[C:23]([F:26])([F:25])[F:24].[NH2:27][CH2:28][CH2:29][O:30][CH2:31][CH2:32][OH:33]. No catalyst specified. The product is [F:1][C:2]1[CH:22]=[CH:21][C:5]([CH2:6][C:7]2[C:8]([CH3:20])=[N:9][C:10]3[N:11]([N:14]=[CH:15][C:16]=3[C:17]([NH:27][CH2:28][CH2:29][O:30][CH2:31][CH2:32][OH:33])=[O:19])[C:12]=2[CH3:13])=[CH:4][C:3]=1[C:23]([F:26])([F:24])[F:25]. The yield is 0.0200. (6) The reactants are [Br:1][C:2]1[CH:7]=[CH:6][C:5](/[CH:8]=[CH:9]/[CH:10]=[O:11])=[CH:4][CH:3]=1.Br[CH2:13][C:14]1[CH:27]=[CH:26][CH:25]=[CH:24][C:15]=1[O:16][Si](C(C)(C)C)(C)C. No catalyst specified. The product is [Br:1][C:2]1[CH:3]=[CH:4][C:5]([C@H:8]2[CH2:9][C:10](=[O:11])[O:16][C:15]3[CH:24]=[CH:25][CH:26]=[CH:27][C:14]=3[CH2:13]2)=[CH:6][CH:7]=1. The yield is 0.610. (7) The reactants are Cl.[N:2]1([C:8]2[CH:15]=[CH:14][C:11]([C:12]#[N:13])=[CH:10][CH:9]=2)[CH2:7][CH2:6][NH:5][CH2:4][CH2:3]1.C(N(CC)CC)C.[F:23][C:24]([F:35])([F:34])[C:25]1[CH:33]=[CH:32][CH:31]=[CH:30][C:26]=1[C:27](Cl)=[O:28]. The catalyst is ClCCl.O. The product is [F:23][C:24]([F:34])([F:35])[C:25]1[CH:33]=[CH:32][CH:31]=[CH:30][C:26]=1[C:27]([N:5]1[CH2:6][CH2:7][N:2]([C:8]2[CH:9]=[CH:10][C:11]([C:12]#[N:13])=[CH:14][CH:15]=2)[CH2:3][CH2:4]1)=[O:28]. The yield is 0.910. (8) The reactants are [CH2:1]([N:8]1[CH2:13][CH2:12][N:11]([C:14]2[N:19]=[C:18]([NH:20][C:21]3[CH:22]=[CH:23][C:24]([CH3:31])=[C:25]([NH:27][C:28](=O)[CH3:29])[CH:26]=3)[CH:17]=[C:16]([N:32]([CH3:34])[CH3:33])[N:15]=2)[CH2:10][CH2:9]1)[C:2]1[CH:7]=[CH:6][CH:5]=[CH:4][CH:3]=1.[H-].[Al+3].[Li+].[H-].[H-].[H-]. The catalyst is O1CCCC1. The product is [CH2:1]([N:8]1[CH2:9][CH2:10][N:11]([C:14]2[N:19]=[C:18]([NH:20][C:21]3[CH:22]=[CH:23][C:24]([CH3:31])=[C:25]([NH:27][CH2:28][CH3:29])[CH:26]=3)[CH:17]=[C:16]([N:32]([CH3:34])[CH3:33])[N:15]=2)[CH2:12][CH2:13]1)[C:2]1[CH:7]=[CH:6][CH:5]=[CH:4][CH:3]=1. The yield is 0.760.